Dataset: Full USPTO retrosynthesis dataset with 1.9M reactions from patents (1976-2016). Task: Predict the reactants needed to synthesize the given product. (1) Given the product [CH:1]1([N:6]2[C:10](=[O:11])[C:9]([O:12][CH3:17])=[C:8]([CH3:13])[N:7]2[CH3:14])[CH2:2][CH2:3][CH2:4][CH2:5]1, predict the reactants needed to synthesize it. The reactants are: [CH:1]1([N:6]2[C:10](=[O:11])[C:9]([OH:12])=[C:8]([CH3:13])[N:7]2[CH3:14])[CH2:5][CH2:4][CH2:3][CH2:2]1.IC.[C:17](=O)([O-])[O-].[K+].[K+]. (2) Given the product [CH2:1]([C:3]1[C:7]([CH:8]2[CH2:13][CH2:12][N:11]([C:14]([O:16][C:17]([CH3:19])([CH3:18])[CH3:20])=[O:15])[CH2:10][CH2:9]2)=[CH:6][N:5]([CH2:30][C:29]2[CH:32]=[CH:33][C:26]([S:25][CH3:23])=[CH:27][CH:28]=2)[N:4]=1)[CH3:2], predict the reactants needed to synthesize it. The reactants are: [CH2:1]([C:3]1[C:7]([CH:8]2[CH2:13][CH2:12][N:11]([C:14]([O:16][C:17]([CH3:20])([CH3:19])[CH3:18])=[O:15])[CH2:10][CH2:9]2)=[CH:6][NH:5][N:4]=1)[CH3:2].[H-].[Na+].[CH2:23]([S:25][C:26]1[CH:33]=[CH:32][C:29]([CH2:30]Cl)=[CH:28][CH:27]=1)C. (3) Given the product [Cl:17][C:18]1[CH:23]=[CH:22][C:21]([C:2]2[CH:3]=[C:4]([C:15]#[N:16])[CH:5]=[C:6]3[C:10]=2[N:9]([CH3:11])[C:8]([C:12]([NH2:14])=[O:13])=[CH:7]3)=[CH:20][CH:19]=1, predict the reactants needed to synthesize it. The reactants are: Br[C:2]1[CH:3]=[C:4]([C:15]#[N:16])[CH:5]=[C:6]2[C:10]=1[N:9]([CH3:11])[C:8]([C:12]([NH2:14])=[O:13])=[CH:7]2.[Cl:17][C:18]1[CH:23]=[CH:22][C:21](B(O)O)=[CH:20][CH:19]=1.